This data is from Forward reaction prediction with 1.9M reactions from USPTO patents (1976-2016). The task is: Predict the product of the given reaction. (1) Given the reactants [F:1][C:2]1[CH:10]=[N:9][CH:8]=[CH:7][C:3]=1[C:4]([OH:6])=O.[NH2:11][C:12]1[CH:20]=[C:19]2[C:15]([C:16]([CH3:26])([CH3:25])[C:17](=[O:24])[N:18]2[CH:21]2[CH2:23][CH2:22]2)=[CH:14][CH:13]=1, predict the reaction product. The product is: [CH:21]1([N:18]2[C:19]3[C:15](=[CH:14][CH:13]=[C:12]([NH:11][C:4](=[O:6])[C:3]4[CH:7]=[CH:8][N:9]=[CH:10][C:2]=4[F:1])[CH:20]=3)[C:16]([CH3:25])([CH3:26])[C:17]2=[O:24])[CH2:23][CH2:22]1. (2) Given the reactants C([O:5][C:6](=[O:23])[CH2:7][N:8]([C:16]([C:18]1[NH:19][CH:20]=[CH:21][CH:22]=1)=[O:17])[CH2:9][C:10]1[CH:15]=[CH:14][CH:13]=[CH:12][CH:11]=1)(C)(C)C.C(O)(C(F)(F)F)=O, predict the reaction product. The product is: [NH:19]1[CH:20]=[CH:21][CH:22]=[C:18]1[C:16]([N:8]([CH2:9][C:10]1[CH:15]=[CH:14][CH:13]=[CH:12][CH:11]=1)[CH2:7][C:6]([OH:23])=[O:5])=[O:17]. (3) Given the reactants [Cl:1][C:2]1[CH:7]=[CH:6][C:5]([N:8]2[C:12]([C:13]3[CH:18]=[CH:17][C:16]([Cl:19])=[CH:15][C:14]=3[Cl:20])=[CH:11][C:10]([C:21](O)=[O:22])=[C:9]2[CH2:24][CH2:25][CH2:26][OH:27])=[CH:4][CH:3]=1.[Cl:28][C:29]1[CH:34]=[CH:33][C:32]([C:35]2([C:41]([NH2:43])=[O:42])[CH2:40][CH2:39][NH:38][CH2:37][CH2:36]2)=[CH:31][CH:30]=1.CCN(C(C)C)C(C)C.CN(C(ON1N=NC2C=CC=CC1=2)=[N+](C)C)C.[B-](F)(F)(F)F, predict the reaction product. The product is: [Cl:28][C:29]1[CH:34]=[CH:33][C:32]([C:35]2([C:41]([NH2:43])=[O:42])[CH2:36][CH2:37][N:38]([C:21]([C:10]3[CH:11]=[C:12]([C:13]4[CH:18]=[CH:17][C:16]([Cl:19])=[CH:15][C:14]=4[Cl:20])[N:8]([C:5]4[CH:6]=[CH:7][C:2]([Cl:1])=[CH:3][CH:4]=4)[C:9]=3[CH2:24][CH2:25][CH2:26][OH:27])=[O:22])[CH2:39][CH2:40]2)=[CH:31][CH:30]=1. (4) Given the reactants Cl[C:2]1[C:3]2[S:10][C:9]([C:11]3[CH:12]=[N:13][N:14]([CH2:16][CH2:17][N:18]4[CH2:23][CH2:22][O:21][CH2:20][CH2:19]4)[CH:15]=3)=[CH:8][C:4]=2[N:5]=[CH:6][N:7]=1.[N:24]1([C:30]([O:32][C:33]([CH3:36])([CH3:35])[CH3:34])=[O:31])[CH2:29][CH2:28][NH:27][CH2:26][CH2:25]1.C(N(CC)C(C)C)(C)C, predict the reaction product. The product is: [O:21]1[CH2:22][CH2:23][N:18]([CH2:17][CH2:16][N:14]2[CH:15]=[C:11]([C:9]3[S:10][C:3]4[C:2]([N:27]5[CH2:26][CH2:25][N:24]([C:30]([O:32][C:33]([CH3:36])([CH3:35])[CH3:34])=[O:31])[CH2:29][CH2:28]5)=[N:7][CH:6]=[N:5][C:4]=4[CH:8]=3)[CH:12]=[N:13]2)[CH2:19][CH2:20]1. (5) Given the reactants Br[C:2]1[CH:17]=[CH:16][C:5]([O:6][C:7]2[N:8]=[C:9]3[CH:14]=[CH:13][CH:12]=[CH:11][N:10]3[CH:15]=2)=[CH:4][CH:3]=1.[CH3:18][C:19]1([CH3:35])[C:23]([CH3:25])([CH3:24])[O:22][B:21]([B:21]2[O:22][C:23]([CH3:25])([CH3:24])[C:19]([CH3:35])([CH3:18])[O:20]2)[O:20]1.CC([O-])=O.[K+].CS(C)=O, predict the reaction product. The product is: [CH3:18][C:19]1([CH3:35])[C:23]([CH3:25])([CH3:24])[O:22][B:21]([C:2]2[CH:17]=[CH:16][C:5]([O:6][C:7]3[N:8]=[C:9]4[CH:14]=[CH:13][CH:12]=[CH:11][N:10]4[CH:15]=3)=[CH:4][CH:3]=2)[O:20]1. (6) Given the reactants [N+:1]([C:4]1[CH:5]=[C:6]([C:10]2[S:11][C:12]3[CH:17]=[CH:16][N:15]=[CH:14][C:13]=3[N:18]=2)[CH:7]=[CH:8][CH:9]=1)([O-])=O.[NH4+].[Cl-].O, predict the reaction product. The product is: [S:11]1[C:12]2[CH:17]=[CH:16][N:15]=[CH:14][C:13]=2[N:18]=[C:10]1[C:6]1[CH:5]=[C:4]([NH2:1])[CH:9]=[CH:8][CH:7]=1. (7) Given the reactants [Si]([O:8][CH2:9][C@@:10]1([C:44]2[CH:49]=[CH:48][CH:47]=[CH:46][CH:45]=2)[CH:14]=[C:13]([C:15]2[CH:20]=[C:19]([F:21])[CH:18]=[CH:17][C:16]=2[F:22])[CH2:12][N:11]1[C:23]([N:25]([CH3:43])[C@H:26]1[CH2:31][CH2:30][N:29](C(OCC2C=CC=CC=2)=O)[CH2:28][C@H:27]1[F:42])=[O:24])(C(C)(C)C)(C)C.C1CC=CCC=1, predict the reaction product. The product is: [F:22][C:16]1[CH:17]=[CH:18][C:19]([F:21])=[CH:20][C:15]=1[C:13]1[CH2:12][N:11]([C:23]([N:25]([C@H:26]2[CH2:31][CH2:30][NH:29][CH2:28][C@H:27]2[F:42])[CH3:43])=[O:24])[C@:10]([CH2:9][OH:8])([C:44]2[CH:49]=[CH:48][CH:47]=[CH:46][CH:45]=2)[CH:14]=1.